Dataset: NCI-60 drug combinations with 297,098 pairs across 59 cell lines. Task: Regression. Given two drug SMILES strings and cell line genomic features, predict the synergy score measuring deviation from expected non-interaction effect. (1) Drug 1: C1=NC2=C(N=C(N=C2N1C3C(C(C(O3)CO)O)O)F)N. Drug 2: C(CCl)NC(=O)N(CCCl)N=O. Cell line: NCI/ADR-RES. Synergy scores: CSS=24.6, Synergy_ZIP=-2.18, Synergy_Bliss=6.66, Synergy_Loewe=0.214, Synergy_HSA=1.04. (2) Drug 1: C1=C(C(=O)NC(=O)N1)N(CCCl)CCCl. Drug 2: CC1=C2C(C(=O)C3(C(CC4C(C3C(C(C2(C)C)(CC1OC(=O)C(C(C5=CC=CC=C5)NC(=O)OC(C)(C)C)O)O)OC(=O)C6=CC=CC=C6)(CO4)OC(=O)C)O)C)O. Cell line: MCF7. Synergy scores: CSS=32.2, Synergy_ZIP=-8.87, Synergy_Bliss=-3.92, Synergy_Loewe=-4.75, Synergy_HSA=1.31.